This data is from NCI-60 drug combinations with 297,098 pairs across 59 cell lines. The task is: Regression. Given two drug SMILES strings and cell line genomic features, predict the synergy score measuring deviation from expected non-interaction effect. (1) Drug 1: CC1=C2C(C(=O)C3(C(CC4C(C3C(C(C2(C)C)(CC1OC(=O)C(C(C5=CC=CC=C5)NC(=O)OC(C)(C)C)O)O)OC(=O)C6=CC=CC=C6)(CO4)OC(=O)C)O)C)O. Drug 2: COC1=C2C(=CC3=C1OC=C3)C=CC(=O)O2. Cell line: EKVX. Synergy scores: CSS=-1.97, Synergy_ZIP=2.34, Synergy_Bliss=0.931, Synergy_Loewe=-2.82, Synergy_HSA=-3.13. (2) Drug 1: CN1CCC(CC1)COC2=C(C=C3C(=C2)N=CN=C3NC4=C(C=C(C=C4)Br)F)OC. Drug 2: C1CN(CCN1C(=O)CCBr)C(=O)CCBr. Cell line: RXF 393. Synergy scores: CSS=8.43, Synergy_ZIP=-4.83, Synergy_Bliss=-1.02, Synergy_Loewe=0.341, Synergy_HSA=0.758. (3) Drug 1: CC(C1=C(C=CC(=C1Cl)F)Cl)OC2=C(N=CC(=C2)C3=CN(N=C3)C4CCNCC4)N. Drug 2: CCC(=C(C1=CC=CC=C1)C2=CC=C(C=C2)OCCN(C)C)C3=CC=CC=C3.C(C(=O)O)C(CC(=O)O)(C(=O)O)O. Cell line: SW-620. Synergy scores: CSS=13.9, Synergy_ZIP=1.01, Synergy_Bliss=6.81, Synergy_Loewe=2.69, Synergy_HSA=3.08. (4) Synergy scores: CSS=29.6, Synergy_ZIP=-2.43, Synergy_Bliss=-2.91, Synergy_Loewe=-26.9, Synergy_HSA=-0.656. Drug 1: CC(C1=C(C=CC(=C1Cl)F)Cl)OC2=C(N=CC(=C2)C3=CN(N=C3)C4CCNCC4)N. Cell line: HOP-92. Drug 2: CC1=C2C(C(=O)C3(C(CC4C(C3C(C(C2(C)C)(CC1OC(=O)C(C(C5=CC=CC=C5)NC(=O)OC(C)(C)C)O)O)OC(=O)C6=CC=CC=C6)(CO4)OC(=O)C)O)C)O. (5) Drug 1: CN1CCC(CC1)COC2=C(C=C3C(=C2)N=CN=C3NC4=C(C=C(C=C4)Br)F)OC. Drug 2: CCCCC(=O)OCC(=O)C1(CC(C2=C(C1)C(=C3C(=C2O)C(=O)C4=C(C3=O)C=CC=C4OC)O)OC5CC(C(C(O5)C)O)NC(=O)C(F)(F)F)O. Cell line: EKVX. Synergy scores: CSS=18.6, Synergy_ZIP=-3.70, Synergy_Bliss=-2.99, Synergy_Loewe=-0.162, Synergy_HSA=-0.180. (6) Drug 1: CCC1=CC2CC(C3=C(CN(C2)C1)C4=CC=CC=C4N3)(C5=C(C=C6C(=C5)C78CCN9C7C(C=CC9)(C(C(C8N6C)(C(=O)OC)O)OC(=O)C)CC)OC)C(=O)OC.C(C(C(=O)O)O)(C(=O)O)O. Drug 2: C1C(C(OC1N2C=NC3=C(N=C(N=C32)Cl)N)CO)O. Cell line: DU-145. Synergy scores: CSS=56.5, Synergy_ZIP=0.712, Synergy_Bliss=0.754, Synergy_Loewe=0.582, Synergy_HSA=-0.492. (7) Drug 1: C1CN1C2=NC(=NC(=N2)N3CC3)N4CC4. Drug 2: CC1C(C(CC(O1)OC2CC(CC3=C2C(=C4C(=C3O)C(=O)C5=C(C4=O)C(=CC=C5)OC)O)(C(=O)C)O)N)O.Cl. Cell line: OVCAR-5. Synergy scores: CSS=27.3, Synergy_ZIP=-4.49, Synergy_Bliss=1.49, Synergy_Loewe=-1.65, Synergy_HSA=4.71. (8) Drug 1: CC1=C2C(C(=O)C3(C(CC4C(C3C(C(C2(C)C)(CC1OC(=O)C(C(C5=CC=CC=C5)NC(=O)C6=CC=CC=C6)O)O)OC(=O)C7=CC=CC=C7)(CO4)OC(=O)C)O)C)OC(=O)C. Drug 2: B(C(CC(C)C)NC(=O)C(CC1=CC=CC=C1)NC(=O)C2=NC=CN=C2)(O)O. Cell line: HT29. Synergy scores: CSS=67.0, Synergy_ZIP=-0.747, Synergy_Bliss=-2.55, Synergy_Loewe=-5.63, Synergy_HSA=-1.86.